Dataset: Forward reaction prediction with 1.9M reactions from USPTO patents (1976-2016). Task: Predict the product of the given reaction. (1) Given the reactants [CH3:1]/[CH:2]=[CH:3]/[C:4]([CH:6]1[C:11]([CH3:13])([CH3:12])[CH2:10][CH2:9][CH:8]=[C:7]1[CH3:14])=[O:5].[SH:15][CH2:16][CH2:17][CH2:18][Si:19]([O:26][CH2:27][CH3:28])([O:23][CH2:24][CH3:25])[O:20][CH2:21][CH3:22].C1CCN2C(=NCCC2)CC1.Cl, predict the reaction product. The product is: [CH2:21]([O:20][Si:19]([O:26][CH2:27][CH3:28])([O:23][CH2:24][CH3:25])[CH2:18][CH2:17][CH2:16][S:15][CH:2]([CH3:1])[CH2:3][C:4]([CH:6]1[C:11]([CH3:13])([CH3:12])[CH2:10][CH2:9][CH:8]=[C:7]1[CH3:14])=[O:5])[CH3:22]. (2) Given the reactants CN.[F:3][C:4]1[CH:9]=[C:8]([N:10]2[CH2:15][CH2:14][O:13][CH2:12][C:11]2=[O:16])[CH:7]=[CH:6][C:5]=1[N:17]1[CH2:21][C@H:20]([CH2:22][N:23]2C(=O)C3C(=CC=CC=3)C2=O)[O:19][C:18]1=[O:34], predict the reaction product. The product is: [NH2:23][CH2:22][C@@H:20]1[O:19][C:18](=[O:34])[N:17]([C:5]2[CH:6]=[CH:7][C:8]([N:10]3[CH2:15][CH2:14][O:13][CH2:12][C:11]3=[O:16])=[CH:9][C:4]=2[F:3])[CH2:21]1. (3) Given the reactants [CH:1]1([CH2:7][CH2:8][CH2:9][C:10]2([CH3:39])[C:19]3[C:14](=[CH:15][CH:16]=[CH:17][CH:18]=3)[C:13]([OH:20])=[C:12]([C:21]3[NH:26][C:25]4[CH:27]=[CH:28][C:29]([NH:31][S:32]([CH3:35])(=[O:34])=[O:33])=[CH:30][C:24]=4[S:23](=[O:37])(=[O:36])[N:22]=3)[C:11]2=[O:38])[CH2:6][CH2:5][CH2:4][CH2:3][CH2:2]1.[OH-].[Na+:41], predict the reaction product. The product is: [CH:1]1([CH2:7][CH2:8][CH2:9][C:10]2([CH3:39])[C:19]3[C:14](=[CH:15][CH:16]=[CH:17][CH:18]=3)[C:13]([O-:20])=[C:12]([C:21]3[NH:26][C:25]4[CH:27]=[CH:28][C:29]([NH:31][S:32]([CH3:35])(=[O:34])=[O:33])=[CH:30][C:24]=4[S:23](=[O:36])(=[O:37])[N:22]=3)[C:11]2=[O:38])[CH2:6][CH2:5][CH2:4][CH2:3][CH2:2]1.[Na+:41]. (4) Given the reactants [CH3:1][O:2][C:3]1[CH:8]=[C:7]([CH2:9][CH2:10][CH2:11][CH2:12][CH3:13])[CH:6]=[C:5]([O:14][CH3:15])[C:4]=1B1OC(C)(C)C(C)(C)O1.[CH3:25][O:26][C:27]([C@@:29]12[C:35]([CH3:37])([CH3:36])[C@@H:32]([CH2:33][CH2:34]1)[CH:31]=[C:30]2OS(C(F)(F)F)(=O)=O)=[O:28], predict the reaction product. The product is: [CH3:25][O:26][C:27]([C@@:29]12[C:35]([CH3:37])([CH3:36])[C@@H:32]([CH2:33][CH2:34]1)[CH:31]=[C:30]2[C:4]1[C:5]([O:14][CH3:15])=[CH:6][C:7]([CH2:9][CH2:10][CH2:11][CH2:12][CH3:13])=[CH:8][C:3]=1[O:2][CH3:1])=[O:28].